Task: Predict the reactants needed to synthesize the given product.. Dataset: Full USPTO retrosynthesis dataset with 1.9M reactions from patents (1976-2016) The reactants are: [CH2:1]([O:3][C:4](=[O:17])[CH2:5][CH:6]([N:9]1[CH:14]=[CH:13][C:12](=[O:15])[NH:11][C:10]1=[O:16])[CH2:7][OH:8])[CH3:2].[C:18](Cl)([C:31]1[CH:36]=[CH:35][CH:34]=[CH:33][CH:32]=1)([C:25]1[CH:30]=[CH:29][CH:28]=[CH:27][CH:26]=1)[C:19]1[CH:24]=[CH:23][CH:22]=[CH:21][CH:20]=1. Given the product [CH2:1]([O:3][C:4](=[O:17])[CH2:5][CH:6]([N:9]1[CH:14]=[CH:13][C:12](=[O:15])[NH:11][C:10]1=[O:16])[CH2:7][O:8][C:18]([C:19]1[CH:24]=[CH:23][CH:22]=[CH:21][CH:20]=1)([C:31]1[CH:32]=[CH:33][CH:34]=[CH:35][CH:36]=1)[C:25]1[CH:26]=[CH:27][CH:28]=[CH:29][CH:30]=1)[CH3:2], predict the reactants needed to synthesize it.